This data is from Catalyst prediction with 721,799 reactions and 888 catalyst types from USPTO. The task is: Predict which catalyst facilitates the given reaction. Reactant: [CH3:1][CH:2]([C@@H:4]1[NH:9][CH2:8][CH2:7][N:6](CC2C=CC=CC=2)[CH2:5]1)[CH3:3].[C:17](O[C:17]([O:19][C:20]([CH3:23])([CH3:22])[CH3:21])=[O:18])([O:19][C:20]([CH3:23])([CH3:22])[CH3:21])=[O:18]. Product: [CH3:3][CH:2]([C@H:4]1[CH2:5][NH:6][CH2:7][CH2:8][N:9]1[C:17]([O:19][C:20]([CH3:23])([CH3:22])[CH3:21])=[O:18])[CH3:1]. The catalyst class is: 2.